This data is from Blood-brain barrier penetration binary classification data from Martins et al.. The task is: Regression/Classification. Given a drug SMILES string, predict its absorption, distribution, metabolism, or excretion properties. Task type varies by dataset: regression for continuous measurements (e.g., permeability, clearance, half-life) or binary classification for categorical outcomes (e.g., BBB penetration, CYP inhibition). Dataset: bbb_martins. The compound is O=C1NC(=O)C(c2ccccc2)(c2ccccc2)N1. The result is 1 (penetrates BBB).